From a dataset of Forward reaction prediction with 1.9M reactions from USPTO patents (1976-2016). Predict the product of the given reaction. (1) Given the reactants [F:1][C:2]([F:39])([F:38])S(O[C:7]1[CH:12]=[C:11]([CH3:13])[C:10]([N:14]2[CH2:18][C@@:17]3([CH2:23][CH2:22][CH2:21][C@@:20]([CH2:25][N:26]4[C:30]5[CH:31]=[C:32]([C:35]#[N:36])[CH:33]=[CH:34][C:29]=5[N:28]=[CH:27]4)([CH3:24])[CH2:19]3)[O:16][C:15]2=[O:37])=[CH:9][N:8]=1)(=O)=O.[NH:40]1[CH2:45][CH2:44][O:43][CH2:42][CH2:41]1.CS(C)=[O:48], predict the reaction product. The product is: [C:44]([OH:43])([C:2]([F:1])([F:38])[F:39])=[O:48].[CH3:24][C@:20]1([CH2:25][N:26]2[C:30]3[CH:31]=[C:32]([C:35]#[N:36])[CH:33]=[CH:34][C:29]=3[N:28]=[CH:27]2)[CH2:21][CH2:22][CH2:23][C@:17]2([O:16][C:15](=[O:37])[N:14]([C:10]3[CH:9]=[N:8][C:7]([N:40]4[CH2:45][CH2:44][O:43][CH2:42][CH2:41]4)=[CH:12][C:11]=3[CH3:13])[CH2:18]2)[CH2:19]1. (2) Given the reactants [CH2:1]1[C:4]2([CH2:7][N:6]([CH2:8][C:9]3[CH:14]=[CH:13][C:12]([OH:15])=[CH:11][CH:10]=3)[CH2:5]2)[CH2:3][O:2]1.CS(O[CH:21]1[CH2:24][N:23]([C:25]([C:27]2[O:28][C:29]([C:32]3[CH:37]=[CH:36][C:35]([Cl:38])=[CH:34][CH:33]=3)=[N:30][N:31]=2)=[O:26])[CH2:22]1)(=O)=O, predict the reaction product. The product is: [CH2:3]1[C:4]2([CH2:7][N:6]([CH2:8][C:9]3[CH:14]=[CH:13][C:12]([O:15][CH:21]4[CH2:24][N:23]([C:25]([C:27]5[O:28][C:29]([C:32]6[CH:37]=[CH:36][C:35]([Cl:38])=[CH:34][CH:33]=6)=[N:30][N:31]=5)=[O:26])[CH2:22]4)=[CH:11][CH:10]=3)[CH2:5]2)[CH2:1][O:2]1. (3) Given the reactants [CH2:1]([O:8][CH2:9][CH:10]([NH2:24])[CH:11]1[CH2:16][CH2:15][N:14]([C:17]([O:19][C:20]([CH3:23])([CH3:22])[CH3:21])=[O:18])[CH2:13][CH2:12]1)[C:2]1[CH:7]=[CH:6][CH:5]=[CH:4][CH:3]=1.[CH3:25][C:26]1[C:35]2[C:30](=[CH:31][CH:32]=[CH:33][CH:34]=2)[C:29]([S:36](Cl)(=[O:38])=[O:37])=[CH:28][CH:27]=1, predict the reaction product. The product is: [CH2:1]([O:8][CH2:9][CH:10]([NH:24][S:36]([C:29]1[C:30]2[C:35](=[CH:34][CH:33]=[CH:32][CH:31]=2)[C:26]([CH3:25])=[CH:27][CH:28]=1)(=[O:38])=[O:37])[CH:11]1[CH2:12][CH2:13][N:14]([C:17]([O:19][C:20]([CH3:21])([CH3:23])[CH3:22])=[O:18])[CH2:15][CH2:16]1)[C:2]1[CH:7]=[CH:6][CH:5]=[CH:4][CH:3]=1. (4) Given the reactants [Cl:1][C:2]1[C:3]([O:13][CH3:14])=[CH:4][C:5]([O:11][CH3:12])=[C:6]([CH:10]=1)[C:7](O)=[O:8].S(Cl)([Cl:17])=O, predict the reaction product. The product is: [Cl:1][C:2]1[C:3]([O:13][CH3:14])=[CH:4][C:5]([O:11][CH3:12])=[C:6]([CH:10]=1)[C:7]([Cl:17])=[O:8]. (5) Given the reactants [CH3:1][C:2]1[CH:3]=[CH:4][C:5]([C:8]2[CH:9]=[C:10]([C:18](OC)=[O:19])[CH:11]=[C:12]([CH:17]=2)[C:13]([O:15][CH3:16])=[O:14])=[N:6][CH:7]=1.[BH4-].[Na+].[NH4+].[Cl-], predict the reaction product. The product is: [OH:19][CH2:18][C:10]1[CH:11]=[C:12]([CH:17]=[C:8]([C:5]2[CH:4]=[CH:3][C:2]([CH3:1])=[CH:7][N:6]=2)[CH:9]=1)[C:13]([O:15][CH3:16])=[O:14].